From a dataset of NCI-60 drug combinations with 297,098 pairs across 59 cell lines. Regression. Given two drug SMILES strings and cell line genomic features, predict the synergy score measuring deviation from expected non-interaction effect. Drug 1: C1C(C(OC1N2C=NC3=C(N=C(N=C32)Cl)N)CO)O. Drug 2: CCC(=C(C1=CC=CC=C1)C2=CC=C(C=C2)OCCN(C)C)C3=CC=CC=C3.C(C(=O)O)C(CC(=O)O)(C(=O)O)O. Cell line: NCI/ADR-RES. Synergy scores: CSS=38.1, Synergy_ZIP=5.36, Synergy_Bliss=1.02, Synergy_Loewe=-31.2, Synergy_HSA=-1.38.